Dataset: Full USPTO retrosynthesis dataset with 1.9M reactions from patents (1976-2016). Task: Predict the reactants needed to synthesize the given product. Given the product [S:24]([CH2:23][C:19]1[CH:18]=[C:17]([NH:16][C:12]2[N:13]=[CH:14][N:15]=[C:10]([N:5]3[CH2:6][CH2:7][CH2:8][C@@H:4]3[C:3]([O:2][CH3:1])=[O:44])[N:11]=2)[CH:22]=[CH:21][CH:20]=1)(=[O:26])(=[O:25])[NH2:27], predict the reactants needed to synthesize it. The reactants are: [CH3:1][O:2][CH2:3][CH:4]1C[CH2:8][CH2:7][CH2:6][N:5]1[C:10]1[N:15]=[CH:14][N:13]=[C:12]([NH:16][C:17]2[CH:18]=[C:19]([CH2:23][S:24]([NH2:27])(=[O:26])=[O:25])[CH:20]=[CH:21][CH:22]=2)[N:11]=1.ClC1N=CN=C(NC2C=C(CS(N)(=O)=[O:44])C=CC=2)N=1.Cl.COC(=O)[C@H]1CCCN1.